From a dataset of Merck oncology drug combination screen with 23,052 pairs across 39 cell lines. Regression. Given two drug SMILES strings and cell line genomic features, predict the synergy score measuring deviation from expected non-interaction effect. (1) Drug 1: COC12C(COC(N)=O)C3=C(C(=O)C(C)=C(N)C3=O)N1CC1NC12. Drug 2: CNC(=O)c1cc(Oc2ccc(NC(=O)Nc3ccc(Cl)c(C(F)(F)F)c3)cc2)ccn1. Cell line: NCIH2122. Synergy scores: synergy=-50.0. (2) Drug 1: CCC1=CC2CN(C1)Cc1c([nH]c3ccccc13)C(C(=O)OC)(c1cc3c(cc1OC)N(C)C1C(O)(C(=O)OC)C(OC(C)=O)C4(CC)C=CCN5CCC31C54)C2. Drug 2: C=CCn1c(=O)c2cnc(Nc3ccc(N4CCN(C)CC4)cc3)nc2n1-c1cccc(C(C)(C)O)n1. Cell line: HT29. Synergy scores: synergy=-19.9.